Dataset: NCI-60 drug combinations with 297,098 pairs across 59 cell lines. Task: Regression. Given two drug SMILES strings and cell line genomic features, predict the synergy score measuring deviation from expected non-interaction effect. (1) Drug 1: CC1OCC2C(O1)C(C(C(O2)OC3C4COC(=O)C4C(C5=CC6=C(C=C35)OCO6)C7=CC(=C(C(=C7)OC)O)OC)O)O. Drug 2: CC=C1C(=O)NC(C(=O)OC2CC(=O)NC(C(=O)NC(CSSCCC=C2)C(=O)N1)C(C)C)C(C)C. Cell line: NCI-H460. Synergy scores: CSS=54.4, Synergy_ZIP=0.189, Synergy_Bliss=-0.597, Synergy_Loewe=0.651, Synergy_HSA=3.65. (2) Drug 1: CCC1(CC2CC(C3=C(CCN(C2)C1)C4=CC=CC=C4N3)(C5=C(C=C6C(=C5)C78CCN9C7C(C=CC9)(C(C(C8N6C=O)(C(=O)OC)O)OC(=O)C)CC)OC)C(=O)OC)O.OS(=O)(=O)O. Drug 2: CCCCCOC(=O)NC1=NC(=O)N(C=C1F)C2C(C(C(O2)C)O)O. Cell line: HCC-2998. Synergy scores: CSS=42.4, Synergy_ZIP=2.01, Synergy_Bliss=1.08, Synergy_Loewe=-55.8, Synergy_HSA=0.475.